This data is from Full USPTO retrosynthesis dataset with 1.9M reactions from patents (1976-2016). The task is: Predict the reactants needed to synthesize the given product. (1) The reactants are: Cl.Cl.[CH2:3]([N:10]([CH2:25][CH2:26][N:27]([CH3:29])[CH3:28])[C:11](=[O:24])[CH2:12][O:13][C:14]1[CH:23]=[CH:22][CH:21]=[C:20]2[C:15]=1[CH2:16][CH2:17][NH:18][CH2:19]2)[C:4]1[CH:9]=[CH:8][CH:7]=[CH:6][CH:5]=1.[CH3:30][O:31][C:32](Cl)=[O:33].C([O-])(O)=O.[Na+]. Given the product [CH3:30][O:31][C:32]([N:18]1[CH2:17][CH2:16][C:15]2[C:20](=[CH:21][CH:22]=[CH:23][C:14]=2[O:13][CH2:12][C:11](=[O:24])[N:10]([CH2:3][C:4]2[CH:9]=[CH:8][CH:7]=[CH:6][CH:5]=2)[CH2:25][CH2:26][N:27]([CH3:29])[CH3:28])[CH2:19]1)=[O:33], predict the reactants needed to synthesize it. (2) Given the product [CH2:7]([O:14][C@@H:15]1[C@H:19]([O:20][CH2:21][C:22]2[CH:27]=[CH:26][CH:25]=[CH:24][CH:23]=2)[C@@H:18]([CH2:28][O:29][CH2:30][C:31]2[CH:36]=[CH:35][CH:34]=[CH:33][CH:32]=2)[O:17][C@H:16]1[C:37]1[CH:38]=[N:39][N:40]2[C:1]([NH2:2])=[N:3][CH:4]=[N:42][C:41]=12)[C:8]1[CH:9]=[CH:10][CH:11]=[CH:12][CH:13]=1, predict the reactants needed to synthesize it. The reactants are: [C:1](/[N:3]=[CH:4]/OC)#[N:2].[CH2:7]([O:14][C@@H:15]1[C@H:19]([O:20][CH2:21][C:22]2[CH:27]=[CH:26][CH:25]=[CH:24][CH:23]=2)[C@@H:18]([CH2:28][O:29][CH2:30][C:31]2[CH:36]=[CH:35][CH:34]=[CH:33][CH:32]=2)[O:17][CH:16]1[C:37]1[CH:38]=[N:39][NH:40][C:41]=1[NH2:42])[C:8]1[CH:13]=[CH:12][CH:11]=[CH:10][CH:9]=1. (3) Given the product [Br:1][C:2]1[CH:3]=[C:4]([CH2:8][O:9][S:18]([CH3:17])(=[O:20])=[O:19])[CH:5]=[N:6][CH:7]=1, predict the reactants needed to synthesize it. The reactants are: [Br:1][C:2]1[CH:3]=[C:4]([CH2:8][OH:9])[CH:5]=[N:6][CH:7]=1.CCN(CC)CC.[CH3:17][S:18](Cl)(=[O:20])=[O:19]. (4) Given the product [Cl:1][C:2]1[CH:3]=[CH:4][C:5]([CH2:6][N:7]2[C:11]3[CH:12]=[CH:13][CH:14]=[CH:15][C:10]=3[N:9]=[C:8]2[C:16]([N:18]2[CH2:23][CH2:22][CH:21]([C:24]([NH:51][CH2:50][CH2:49][C:46]3[CH:47]=[CH:48][N:43]=[CH:44][CH:45]=3)=[O:25])[CH2:20][CH2:19]2)=[O:17])=[CH:27][CH:28]=1, predict the reactants needed to synthesize it. The reactants are: [Cl:1][C:2]1[CH:28]=[CH:27][C:5]([CH2:6][N:7]2[C:11]3[CH:12]=[CH:13][CH:14]=[CH:15][C:10]=3[N:9]=[C:8]2[C:16]([N:18]2[CH2:23][CH2:22][CH:21]([C:24](O)=[O:25])[CH2:20][CH2:19]2)=[O:17])=[CH:4][CH:3]=1.C(Cl)CCl.ON1C2C=CC=CC=2N=N1.[N:43]1[CH:48]=[CH:47][C:46]([CH2:49][CH2:50][NH2:51])=[CH:45][CH:44]=1. (5) The reactants are: Br[C:2]1[CH:3]=[C:4]2[C:9](=[CH:10][C:11]=1[F:12])[O:8][CH2:7][CH2:6][CH:5]2[C:13]([O:15][CH3:16])=[O:14].[CH3:17][N:18]1CCCC1=O. Given the product [C:17]([C:2]1[CH:3]=[C:4]2[C:9](=[CH:10][C:11]=1[F:12])[O:8][CH2:7][CH2:6][CH:5]2[C:13]([O:15][CH3:16])=[O:14])#[N:18], predict the reactants needed to synthesize it. (6) Given the product [S:1]1[C:5]2[CH:6]=[C:7]([N:10]3[CH2:14][CH2:13][N:12]([C:15]4[CH:16]=[N:17][CH:18]=[CH:19][C:20]=4[O:38][CH2:37][CH:33]4[CH2:34][CH2:35][CH2:36][N:32]4[CH3:31])[C:11]3=[O:22])[CH:8]=[CH:9][C:4]=2[N:3]=[CH:2]1, predict the reactants needed to synthesize it. The reactants are: [S:1]1[C:5]2[CH:6]=[C:7]([N:10]3[CH2:14][CH2:13][N:12]([C:15]4[CH:16]=[N:17][CH:18]=[CH:19][C:20]=4Cl)[C:11]3=[O:22])[CH:8]=[CH:9][C:4]=2[N:3]=[CH:2]1.[OH-].[K+].C([O-])([O-])=O.[K+].[K+].[CH3:31][N:32]1[CH2:36][CH2:35][CH2:34][CH:33]1[CH2:37][OH:38]. (7) Given the product [F:25][C:26]1[CH:31]=[CH:30][CH:29]=[CH:28][C:27]=1[N:32]1[C:40]2[C:35](=[C:36]([N:41]3[CH2:48][C@@H:47]4[C@@H:43]([N:44]([C:53](=[O:54])[CH2:52][C@H:51]([OH:50])[CH3:56])[CH2:45][CH2:46]4)[C:42]3=[O:49])[CH:37]=[CH:38][CH:39]=2)[CH:34]=[N:33]1, predict the reactants needed to synthesize it. The reactants are: F[P-](F)(F)(F)(F)F.CN(C(N1C2C(=NC=CC=2)[N+]([O-])=N1)=[N+](C)C)C.[F:25][C:26]1[CH:31]=[CH:30][CH:29]=[CH:28][C:27]=1[N:32]1[C:40]2[C:35](=[C:36]([N:41]3[CH2:48][C@@H:47]4[C@@H:43]([NH:44][CH2:45][CH2:46]4)[C:42]3=[O:49])[CH:37]=[CH:38][CH:39]=2)[CH:34]=[N:33]1.[OH:50][C@H:51]([CH3:56])[CH2:52][C:53](O)=[O:54].C(N(CC)CC)C. (8) Given the product [N:27]1[C:28]2[C:23](=[CH:22][CH:21]=[CH:20][C:19]=2[S:16]([NH:15][C:6]2([C:4]([OH:5])=[O:3])[CH2:14][C:13]3[C:8](=[CH:9][CH:10]=[CH:11][CH:12]=3)[CH2:7]2)(=[O:18])=[O:17])[CH:24]=[CH:25][CH:26]=1, predict the reactants needed to synthesize it. The reactants are: C([O:3][C:4]([C:6]1([NH:15][S:16]([C:19]2[CH:20]=[CH:21][CH:22]=[C:23]3[C:28]=2[N:27]=[CH:26][CH:25]=[CH:24]3)(=[O:18])=[O:17])[CH2:14][C:13]2[C:8](=[CH:9][CH:10]=[CH:11][CH:12]=2)[CH2:7]1)=[O:5])C.[OH-].[K+].O. (9) Given the product [Cl:16][CH2:12][C:9]1[CH:8]=[CH:7][C:6]([N:1]2[CH:5]=[CH:4][CH:3]=[N:2]2)=[N:11][CH:10]=1, predict the reactants needed to synthesize it. The reactants are: [N:1]1([C:6]2[N:11]=[CH:10][C:9]([CH2:12]O)=[CH:8][CH:7]=2)[CH:5]=[CH:4][CH:3]=[N:2]1.O=S(Cl)[Cl:16]. (10) Given the product [F:33][C:12]([F:11])([F:32])[C@@H:13]([O:31][C:9](=[O:10])[NH:8][C:5]1[CH:4]=[N:3][C:2]([Cl:1])=[CH:7][CH:6]=1)[CH2:14][N:15]1[CH2:20][CH2:19][CH2:18][CH:17]([C:21]2[CH:26]=[CH:25][CH:24]=[C:23]([C:27]([F:28])([F:29])[F:30])[CH:22]=2)[CH2:16]1, predict the reactants needed to synthesize it. The reactants are: [Cl:1][C:2]1[CH:7]=[CH:6][C:5]([N:8]=[C:9]=[O:10])=[CH:4][N:3]=1.[F:11][C:12]([F:33])([F:32])[C@@H:13]([OH:31])[CH2:14][N:15]1[CH2:20][CH2:19][CH2:18][CH:17]([C:21]2[CH:26]=[CH:25][CH:24]=[C:23]([C:27]([F:30])([F:29])[F:28])[CH:22]=2)[CH2:16]1.